Dataset: Reaction yield outcomes from USPTO patents with 853,638 reactions. Task: Predict the reaction yield, written as a fraction of the theoretical maximum amount of product (1.0 means a 100% yield; for example, 0.34 means a 34% yield). (1) The product is [F:8][C:4]1[CH:5]=[CH:6][CH:7]=[C:2]([F:1])[C:3]=1[N:9]1[C:46]([CH3:47])([OH:48])[CH2:45][S:11]/[C:10]/1=[N:12]/[N:13]=[CH:14]\[C:15]1[CH:20]=[CH:19][C:18]([C:21]2[N:25]=[CH:24][N:23]([C:26]3[CH:31]=[CH:30][C:29]([O:32][C:33]([F:35])([F:34])[F:36])=[CH:28][CH:27]=3)[N:22]=2)=[CH:17][CH:16]=1. The yield is 0.880. The reactants are [F:1][C:2]1[CH:7]=[CH:6][CH:5]=[C:4]([F:8])[C:3]=1[NH:9][C:10]([NH:12]/[N:13]=[CH:14]/[C:15]1[CH:20]=[CH:19][C:18]([C:21]2[N:25]=[CH:24][N:23]([C:26]3[CH:31]=[CH:30][C:29]([O:32][C:33]([F:36])([F:35])[F:34])=[CH:28][CH:27]=3)[N:22]=2)=[CH:17][CH:16]=1)=[S:11].C(N(CC)CC)C.Cl[CH2:45][C:46](=[O:48])[CH3:47].O. The catalyst is CC(=O)CC. (2) The reactants are [OH-].[Na+].[CH3:3][O:4]/[C:5](=[CH:10]\[C:11]1[CH:16]=[CH:15][C:14]([C:17]2[CH:22]=[CH:21][CH:20]=[C:19]([N:23]([CH3:33])[C:24]([NH:26][C:27]3[CH:32]=[CH:31][CH:30]=[CH:29][CH:28]=3)=[O:25])[CH:18]=2)=[CH:13][CH:12]=1)/[C:6]([O:8]C)=[O:7].C(O)(=O)C. The catalyst is O1CCCC1. The product is [CH3:3][O:4]/[C:5](=[CH:10]\[C:11]1[CH:12]=[CH:13][C:14]([C:17]2[CH:22]=[CH:21][CH:20]=[C:19]([N:23]([CH3:33])[C:24]([NH:26][C:27]3[CH:28]=[CH:29][CH:30]=[CH:31][CH:32]=3)=[O:25])[CH:18]=2)=[CH:15][CH:16]=1)/[C:6]([OH:8])=[O:7]. The yield is 0.600. (3) The yield is 0.630. No catalyst specified. The reactants are Br[C:2]1[CH:7]=[CH:6][C:5]([N+:8]([O-:10])=[O:9])=[CH:4][N:3]=1.[CH3:11][NH:12][CH3:13]. The product is [CH3:11][N:12]([CH3:13])[C:2]1[CH:7]=[CH:6][C:5]([N+:8]([O-:10])=[O:9])=[CH:4][N:3]=1. (4) The reactants are [CH2:1]([O:8][C:9]1[CH:10]=[C:11]([CH:35]=[CH:36][CH:37]=1)[CH2:12][O:13][C:14]1[C:19]2[CH:20]=[C:21]([C:23]3[N:24]=[C:25]4[N:29]([CH:30]=3)[N:28]=[C:27](Br)[S:26]4)[O:22][C:18]=2[C:17]([Cl:32])=[C:16]([O:33][CH3:34])[CH:15]=1)[C:2]1[CH:7]=[CH:6][CH:5]=[CH:4][CH:3]=1.C[O-].[Na+].[C:41](O)(C(F)(F)F)=[O:42]. The catalyst is C(Cl)Cl.CO. The product is [CH2:1]([O:8][C:9]1[CH:10]=[C:11]([CH:35]=[CH:36][CH:37]=1)[CH2:12][O:13][C:14]1[C:19]2[CH:20]=[C:21]([C:23]3[N:24]=[C:25]4[N:29]([CH:30]=3)[N:28]=[C:27]([O:42][CH3:41])[S:26]4)[O:22][C:18]=2[C:17]([Cl:32])=[C:16]([O:33][CH3:34])[CH:15]=1)[C:2]1[CH:7]=[CH:6][CH:5]=[CH:4][CH:3]=1. The yield is 0.620. (5) The reactants are [CH2:1]([O:3][C:4]([C:6]1[CH:10]=[C:9]([CH3:11])[N:8]([CH2:12][C:13]2[CH:18]=[C:17]([Cl:19])[CH:16]=[CH:15][C:14]=2O)[N:7]=1)=[O:5])[CH3:2].[C:21](=[O:24])([O-])[O-].[K+].[K+].[I-].[K+].[Cl:29][C:30]1[CH:37]=[CH:36][C:33](CBr)=[CH:32][CH:31]=1. The catalyst is CN(C=O)C.O. The product is [CH2:1]([O:3][C:4]([C:6]1[CH:10]=[C:9]([CH3:11])[N:8]([CH:12]([O:24][CH2:21][C:33]2[CH:36]=[CH:37][C:30]([Cl:29])=[CH:31][CH:32]=2)[C:13]2[CH:18]=[C:17]([Cl:19])[CH:16]=[CH:15][CH:14]=2)[N:7]=1)=[O:5])[CH3:2]. The yield is 0.710.